This data is from Catalyst prediction with 721,799 reactions and 888 catalyst types from USPTO. The task is: Predict which catalyst facilitates the given reaction. Reactant: [F:1][C:2]([F:19])([F:18])[C:3]1[CH:17]=[CH:16][C:6]([O:7][C:8]2[CH:9]=[C:10]([CH2:14]O)[CH:11]=[CH:12][CH:13]=2)=[CH:5][CH:4]=1.S(Cl)([Cl:22])=O. Product: [Cl:22][CH2:14][C:10]1[CH:11]=[CH:12][CH:13]=[C:8]([O:7][C:6]2[CH:16]=[CH:17][C:3]([C:2]([F:19])([F:18])[F:1])=[CH:4][CH:5]=2)[CH:9]=1. The catalyst class is: 4.